From a dataset of Forward reaction prediction with 1.9M reactions from USPTO patents (1976-2016). Predict the product of the given reaction. (1) Given the reactants [Cl:1][C:2]1[CH:11]=[C:10]2[C:5]([CH:6]=[CH:7]O[C:9]2=[O:12])=[CH:4][CH:3]=1.[NH2:13][C@@H:14]([CH2:22][CH3:23])[C:15]([O:17][C:18]([CH3:21])([CH3:20])[CH3:19])=[O:16], predict the reaction product. The product is: [C:18]([O:17][C:15](=[O:16])[C@@H:14]([N:13]1[CH:7]([NH:13][CH:14]([C:15]([O:17][C:18]([CH3:19])([CH3:21])[CH3:20])=[O:16])[CH2:22][CH3:23])[CH2:6][C:5]2[C:10](=[CH:11][C:2]([Cl:1])=[CH:3][CH:4]=2)[C:9]1=[O:12])[CH2:22][CH3:23])([CH3:19])([CH3:21])[CH3:20]. (2) Given the reactants [C:1]1([CH:7]([C:9]2[CH:14]=[CH:13][CH:12]=[C:11]([O:15][C:16]([F:19])([F:18])[F:17])[CH:10]=2)O)[CH:6]=[CH:5][CH:4]=[CH:3][CH:2]=1.S(Cl)([Cl:22])=O, predict the reaction product. The product is: [Cl:22][CH:7]([C:1]1[CH:6]=[CH:5][CH:4]=[CH:3][CH:2]=1)[C:9]1[CH:14]=[CH:13][CH:12]=[C:11]([O:15][C:16]([F:19])([F:18])[F:17])[CH:10]=1. (3) Given the reactants [CH3:1][O:2][C:3]1[CH:8]=[CH:7][C:6]([C:9]2[C:17]3[C:12](=[C:13]([C:18](F)(F)F)[CH:14]=[CH:15][CH:16]=3)[NH:11][N:10]=2)=[CH:5][CH:4]=1.[H-].[Na+].[CH2:24](Br)[CH:25]=[CH2:26], predict the reaction product. The product is: [CH2:26]([N:10]1[C:9]([C:6]2[CH:7]=[CH:8][C:3]([O:2][CH3:1])=[CH:4][CH:5]=2)=[C:17]2[C:12]([C:13]([CH3:18])=[CH:14][CH:15]=[CH:16]2)=[N:11]1)[CH:25]=[CH2:24]. (4) Given the reactants [CH3:1][O:2][N:3]=[C:4]1[C:13]2[C:8](=[CH:9][C:10]([C:14]([F:17])([F:16])[F:15])=[CH:11][CH:12]=2)[NH:7][CH2:6][CH2:5]1.[CH2:18](Br)[C:19]1[CH:24]=[CH:23][CH:22]=[CH:21][CH:20]=1.C(N(C(C)C)CC)(C)C.C(OCC)(=O)C, predict the reaction product. The product is: [CH3:1][O:2][N:3]=[C:4]1[C:13]2[C:8](=[CH:9][C:10]([C:14]([F:15])([F:17])[F:16])=[CH:11][CH:12]=2)[N:7]([CH2:18][C:19]2[CH:24]=[CH:23][CH:22]=[CH:21][CH:20]=2)[CH2:6][CH2:5]1. (5) Given the reactants Br[C:2]1[CH:11]=[C:10]2[C:5]([C:6]([OH:25])=[C:7]([C:14]([NH:16][CH2:17][C:18]([O:20]CCCC)=[O:19])=[O:15])[C:8](=[O:13])[N:9]2[CH3:12])=[CH:4][CH:3]=1.C(Cl)(Cl)Cl.CC(C1C=C(C(C)C)C(C2C=CC=CC=2P(C2CCCCC2)C2CCCCC2)=C(C(C)C)C=1)C.[NH:64]1[CH2:69][CH2:68][CH2:67][CH2:66][CH2:65]1.CC(C)([O-])C.[Na+], predict the reaction product. The product is: [OH:25][C:6]1[C:5]2[C:10](=[CH:11][C:2]([N:64]3[CH2:69][CH2:68][CH2:67][CH2:66][CH2:65]3)=[CH:3][CH:4]=2)[N:9]([CH3:12])[C:8](=[O:13])[C:7]=1[C:14]([NH:16][CH2:17][C:18]([OH:20])=[O:19])=[O:15]. (6) Given the reactants O1CCCCC1[N:7]1[C:15]2[C:10](=[CH:11][C:12]([C:16]3[CH:17]=[C:18]4[C:24]([C:25]([F:28])([F:27])[F:26])=[N:23][NH:22][C:19]4=[N:20][CH:21]=3)=[CH:13][CH:14]=2)[C:9]([C:29]2[N:34]=[C:33]([N:35]3[CH2:40][CH2:39][CH:38]([NH:41]C(=O)OC(C)(C)C)[CH2:37][CH2:36]3)[CH:32]=[N:31][CH:30]=2)=[N:8]1.Cl, predict the reaction product. The product is: [F:28][C:25]([F:26])([F:27])[C:24]1[C:18]2[C:19](=[N:20][CH:21]=[C:16]([C:12]3[CH:11]=[C:10]4[C:15](=[CH:14][CH:13]=3)[NH:7][N:8]=[C:9]4[C:29]3[N:34]=[C:33]([N:35]4[CH2:40][CH2:39][CH:38]([NH2:41])[CH2:37][CH2:36]4)[CH:32]=[N:31][CH:30]=3)[CH:17]=2)[NH:22][N:23]=1.